From a dataset of Full USPTO retrosynthesis dataset with 1.9M reactions from patents (1976-2016). Predict the reactants needed to synthesize the given product. (1) Given the product [C:6]([C@@H:4]([C@H:2]([C:1]([OH:10])=[O:9])[OH:3])[OH:5])([OH:8])=[O:7].[Cl:11][C:12]1[N:13]=[CH:14][S:15][C:16]=1[CH2:17][N:18]([CH2:25][CH:26]([CH3:28])[CH3:27])[CH:19]1[CH2:24][CH2:23][NH:22][CH2:21][CH2:20]1, predict the reactants needed to synthesize it. The reactants are: [C:1]([OH:10])(=[O:9])[C@@H:2]([C@H:4]([C:6]([OH:8])=[O:7])[OH:5])[OH:3].[Cl:11][C:12]1[N:13]=[CH:14][S:15][C:16]=1[CH2:17][N:18]([CH2:25][CH:26]([CH3:28])[CH3:27])[CH:19]1[CH2:24][CH2:23][NH:22][CH2:21][CH2:20]1. (2) Given the product [O:7]1[CH2:13][CH2:12][CH2:11][N:10]([CH2:14][C:15]2[CH:16]=[CH:17][C:18]([C:21]#[C:22][C:23]3[CH:33]=[CH:32][C:26]([C:27]([OH:29])=[O:28])=[CH:25][CH:24]=3)=[CH:19][CH:20]=2)[CH2:9][CH2:8]1, predict the reactants needed to synthesize it. The reactants are: [OH-].[Na+].C(O)C.O.[O:7]1[CH2:13][CH2:12][CH2:11][N:10]([CH2:14][C:15]2[CH:20]=[CH:19][C:18]([C:21]#[C:22][C:23]3[CH:33]=[CH:32][C:26]([C:27]([O:29]CC)=[O:28])=[CH:25][CH:24]=3)=[CH:17][CH:16]=2)[CH2:9][CH2:8]1. (3) Given the product [C:23]([O:27][C:28](=[O:29])[NH:30][C:31]([C:34]1[CH:42]=[C:41]([C:43]([F:46])([F:45])[F:44])[CH:40]=[C:36]([C:37](=[O:38])[NH:1][C:2]2[CH:3]=[CH:4][C:5]([CH3:22])=[C:6]([C:8]3[CH:9]=[C:10]([N:16]4[CH2:17][CH2:18][O:19][CH2:20][CH2:21]4)[C:11](=[O:15])[N:12]([CH3:14])[CH:13]=3)[CH:7]=2)[CH:35]=1)([CH3:33])[CH3:32])([CH3:24])([CH3:25])[CH3:26], predict the reactants needed to synthesize it. The reactants are: [NH2:1][C:2]1[CH:3]=[CH:4][C:5]([CH3:22])=[C:6]([C:8]2[CH:9]=[C:10]([N:16]3[CH2:21][CH2:20][O:19][CH2:18][CH2:17]3)[C:11](=[O:15])[N:12]([CH3:14])[CH:13]=2)[CH:7]=1.[C:23]([O:27][C:28]([NH:30][C:31]([C:34]1[CH:35]=[C:36]([CH:40]=[C:41]([C:43]([F:46])([F:45])[F:44])[CH:42]=1)[C:37](O)=[O:38])([CH3:33])[CH3:32])=[O:29])([CH3:26])([CH3:25])[CH3:24].C(Cl)CCl.C1C=NC2N(O)N=NC=2C=1.